This data is from Forward reaction prediction with 1.9M reactions from USPTO patents (1976-2016). The task is: Predict the product of the given reaction. (1) Given the reactants [CH3:1][C:2]1[CH:7]=[C:6]([CH3:8])[CH:5]=[CH:4][N+:3]=1[O-:9].C([O-])(C)(C)C.[K+].[CH:16](=O)[C:17]1[CH:22]=[CH:21][CH:20]=[CH:19][CH:18]=1, predict the reaction product. The product is: [CH3:1][C:2]1[CH:7]=[C:6](/[CH:8]=[CH:16]/[C:17]2[CH:22]=[CH:21][CH:20]=[CH:19][CH:18]=2)[CH:5]=[CH:4][N+:3]=1[O-:9]. (2) Given the reactants [C:1]([O:5][C:6]([NH:8][C:9]([NH:18][CH2:19][CH2:20][CH2:21][CH2:22][C@H:23]([NH:44][C:45]([O:47][C:48]([CH3:51])([CH3:50])[CH3:49])=[O:46])[C:24](=[O:43])[NH:25][CH2:26][CH2:27][CH2:28][CH2:29][C@H:30]([NH:35][C:36]([O:38][C:39]([CH3:42])([CH3:41])[CH3:40])=[O:37])[C:31]([O:33]C)=[O:32])=[N:10][C:11](=[O:17])[O:12][C:13]([CH3:16])([CH3:15])[CH3:14])=[O:7])([CH3:4])([CH3:3])[CH3:2].[OH-].[Na+], predict the reaction product. The product is: [C:13]([O:12][C:11]([NH:10][C:9]([NH:18][CH2:19][CH2:20][CH2:21][CH2:22][C@H:23]([NH:44][C:45]([O:47][C:48]([CH3:51])([CH3:50])[CH3:49])=[O:46])[C:24](=[O:43])[NH:25][CH2:26][CH2:27][CH2:28][CH2:29][C@H:30]([NH:35][C:36]([O:38][C:39]([CH3:42])([CH3:41])[CH3:40])=[O:37])[C:31]([OH:33])=[O:32])=[N:8][C:6](=[O:7])[O:5][C:1]([CH3:4])([CH3:3])[CH3:2])=[O:17])([CH3:14])([CH3:15])[CH3:16]. (3) The product is: [NH:11]1[C:15]2[CH:16]=[CH:17][CH:18]=[CH:19][C:14]=2[N:13]=[C:12]1[C@H:8]([NH:9][C:10]([NH:30][CH2:29][C:24]1[CH:25]=[CH:26][CH:27]=[CH:28][N:23]=1)=[O:20])[CH2:7][C:6]1[CH:21]=[CH:22][C:3]([O:2][CH3:1])=[CH:4][CH:5]=1. Given the reactants [CH3:1][O:2][C:3]1[CH:22]=[CH:21][C:6]([CH2:7][C@@H:8]2[C:12]3=[N:13][C:14]4[CH:19]=[CH:18][CH:17]=[CH:16][C:15]=4[N:11]3[C:10](=[O:20])[NH:9]2)=[CH:5][CH:4]=1.[N:23]1[CH:28]=[CH:27][CH:26]=[CH:25][C:24]=1[CH2:29][NH2:30].C(O)(C(F)(F)F)=O, predict the reaction product. (4) The product is: [CH2:21]([O:23][C:24]1[CH:33]=[CH:32][C:31]2[C:26](=[CH:27][CH:28]=[CH:29][CH:30]=2)[C:25]=1[C:34]([N:17]1[CH2:16][CH:15]2[CH:19]([CH2:20][N:13]([C:9]3[N:8]=[C:7]([C:1]4[CH:2]=[CH:3][CH:4]=[CH:5][CH:6]=4)[CH:12]=[CH:11][N:10]=3)[CH2:14]2)[CH2:18]1)=[O:35])[CH3:22]. Given the reactants [C:1]1([C:7]2[CH:12]=[CH:11][N:10]=[C:9]([N:13]3[CH2:20][CH:19]4[CH:15]([CH2:16][NH:17][CH2:18]4)[CH2:14]3)[N:8]=2)[CH:6]=[CH:5][CH:4]=[CH:3][CH:2]=1.[CH2:21]([O:23][C:24]1[CH:33]=[CH:32][C:31]2[C:26](=[CH:27][CH:28]=[CH:29][CH:30]=2)[C:25]=1[C:34](O)=[O:35])[CH3:22], predict the reaction product.